Predict the reaction yield, written as a fraction of the theoretical maximum amount of product (1.0 means a 100% yield; for example, 0.34 means a 34% yield). From a dataset of Reaction yield outcomes from USPTO patents with 853,638 reactions. (1) The reactants are Br[C:2]1[CH:3]=[C:4]([C:9]([N:11]2[CH2:16][CH2:15][O:14][CH2:13][CH2:12]2)=[O:10])[CH:5]=[CH:6][C:7]=1[F:8].[CH3:17][O:18][C:19]1[CH:56]=[CH:55][C:22]([CH2:23][N:24]([CH2:46][C:47]2[CH:52]=[CH:51][C:50]([O:53][CH3:54])=[CH:49][CH:48]=2)[C:25]2[N:30]=[CH:29][C:28]([C:31]3[C:32]4[CH2:45][CH2:44][NH:43][C:33]=4[N:34]=[C:35]([N:37]4[CH2:42][CH2:41][O:40][CH2:39][CH2:38]4)[N:36]=3)=[CH:27][N:26]=2)=[CH:21][CH:20]=1.CC(C1C=C(C(C)C)C(C2C=CC=CC=2P(C2CCCCC2)C2CCCCC2)=C(C(C)C)C=1)C.P([O-])([O-])([O-])=O.[K+].[K+].[K+]. The catalyst is C([O-])(=O)C.[Pd+2].C([O-])(=O)C.ClCCl.CN(C)C=O. The yield is 0.930. The product is [CH3:54][O:53][C:50]1[CH:49]=[CH:48][C:47]([CH2:46][N:24]([CH2:23][C:22]2[CH:21]=[CH:20][C:19]([O:18][CH3:17])=[CH:56][CH:55]=2)[C:25]2[N:26]=[CH:27][C:28]([C:31]3[C:32]4[CH2:45][CH2:44][N:43]([C:2]5[CH:3]=[C:4]([C:9]([N:11]6[CH2:16][CH2:15][O:14][CH2:13][CH2:12]6)=[O:10])[CH:5]=[CH:6][C:7]=5[F:8])[C:33]=4[N:34]=[C:35]([N:37]4[CH2:42][CH2:41][O:40][CH2:39][CH2:38]4)[N:36]=3)=[CH:29][N:30]=2)=[CH:52][CH:51]=1. (2) The reactants are [CH3:1][O:2][C:3]1[CH:12]=[CH:11][C:6]([C:7]([O:9][CH3:10])=[O:8])=[C:5]([N+:13]([O-])=O)[CH:4]=1.O.O.[Sn](Cl)Cl. The catalyst is CN(C=O)C.C(OCC)(=O)C. The product is [NH2:13][C:5]1[CH:4]=[C:3]([O:2][CH3:1])[CH:12]=[CH:11][C:6]=1[C:7]([O:9][CH3:10])=[O:8]. The yield is 0.950.